Dataset: Full USPTO retrosynthesis dataset with 1.9M reactions from patents (1976-2016). Task: Predict the reactants needed to synthesize the given product. (1) Given the product [CH3:1][O:2][C:3]([C:5]1[CH:6]=[C:7]2[C:12](=[CH:13][CH:14]=1)[N+:11]([O-:24])=[CH:10][CH:9]=[CH:8]2)=[O:4], predict the reactants needed to synthesize it. The reactants are: [CH3:1][O:2][C:3]([C:5]1[CH:6]=[C:7]2[C:12](=[CH:13][CH:14]=1)[N:11]=[CH:10][CH:9]=[CH:8]2)=[O:4].C(Cl)(Cl)Cl.ClC1C(OO)=C(C=CC=1)C(O)=[O:24].[OH-].[Na+]. (2) Given the product [F:1][C:2]1[CH:7]=[CH:6][CH:5]=[CH:4][C:3]=1[C@@H:8]1[NH:13][C:12](=[O:14])[C@H:11]([CH2:15][CH:16]([CH3:18])[CH3:17])[N:10]([C:31]([C:29]2[O:28][N:27]=[C:26]([C:23]3[CH:24]=[CH:25][C:20]([F:19])=[CH:21][CH:22]=3)[CH:30]=2)=[O:32])[CH2:9]1, predict the reactants needed to synthesize it. The reactants are: [F:1][C:2]1[CH:7]=[CH:6][CH:5]=[CH:4][C:3]=1[C@@H:8]1[NH:13][C:12](=[O:14])[C@H:11]([CH2:15][CH:16]([CH3:18])[CH3:17])[NH:10][CH2:9]1.[F:19][C:20]1[CH:25]=[CH:24][C:23]([C:26]2[CH:30]=[C:29]([C:31](O)=[O:32])[O:28][N:27]=2)=[CH:22][CH:21]=1.C([C@@H]1N(C(=O)/C=C/C2C=CC=CC=2)C[C@H](CC(C)C)NC1=O)C(C)C. (3) Given the product [Cl:32][C:26]1[O:27][C:28]2[C:20]([O:19][CH3:18])=[CH:21][CH:22]=[CH:23][C:24]=2[N:25]=1, predict the reactants needed to synthesize it. The reactants are: NC1C=CC=C(OC)C=1O.CCOC([S-])=S.[K+].[CH3:18][O:19][C:20]1[C:28]2[O:27][C:26](S)=[N:25][C:24]=2[CH:23]=[CH:22][CH:21]=1.S(Cl)([Cl:32])=O. (4) Given the product [N:1]1[CH:6]=[CH:5][CH:4]=[N:3][C:2]=1[N:7]1[CH2:12][CH2:11][N:10]([C:13]2[CH:23]=[CH:22][C:16]([C:17]([NH:25][NH2:26])=[O:19])=[CH:15][CH:14]=2)[CH2:9][CH2:8]1, predict the reactants needed to synthesize it. The reactants are: [N:1]1[CH:6]=[CH:5][CH:4]=[N:3][C:2]=1[N:7]1[CH2:12][CH2:11][N:10]([C:13]2[CH:23]=[CH:22][C:16]([C:17]([O:19]CC)=O)=[CH:15][CH:14]=2)[CH2:9][CH2:8]1.O.[NH2:25][NH2:26].O. (5) Given the product [Cl:29][C:26]1[CH:27]=[CH:28][C:23]([N:21]([OH:22])[C:19](=[O:20])[NH:18][C:15]2[CH:14]=[CH:13][C:12]([N:8]3[C:9]4[C:5](=[CH:4][C:3]([NH:2][C:34](=[O:39])[C:35]([CH3:38])([CH3:37])[CH3:36])=[CH:11][CH:10]=4)[CH:6]=[CH:7]3)=[CH:17][CH:16]=2)=[CH:24][C:25]=1[C:30]([F:33])([F:32])[F:31], predict the reactants needed to synthesize it. The reactants are: Cl.[NH2:2][C:3]1[CH:4]=[C:5]2[C:9](=[CH:10][CH:11]=1)[N:8]([C:12]1[CH:17]=[CH:16][C:15]([NH:18][C:19]([N:21]([C:23]3[CH:28]=[CH:27][C:26]([Cl:29])=[C:25]([C:30]([F:33])([F:32])[F:31])[CH:24]=3)[OH:22])=[O:20])=[CH:14][CH:13]=1)[CH:7]=[CH:6]2.[C:34](O[C:34](=[O:39])[C:35]([CH3:38])([CH3:37])[CH3:36])(=[O:39])[C:35]([CH3:38])([CH3:37])[CH3:36]. (6) The reactants are: [Cl:1][C:2]1[C:3]([O:12][C:13]2[CH:18]=[C:17]([O:19][CH2:20][CH2:21][O:22][CH3:23])[CH:16]=[CH:15][C:14]=2/[CH:24]=[CH:25]/[C:26](O)=[O:27])=[N:4][CH:5]=[C:6]([C:8]([F:11])([F:10])[F:9])[CH:7]=1.Cl.C(N=C=NCCCN(C)C)C.[F:41][C:42]([F:54])([F:53])[C:43]1[CH:48]=[CH:47][C:46]([S:49]([NH2:52])(=[O:51])=[O:50])=[CH:45][CH:44]=1.Cl. Given the product [Cl:1][C:2]1[C:3]([O:12][C:13]2[CH:18]=[C:17]([O:19][CH2:20][CH2:21][O:22][CH3:23])[CH:16]=[CH:15][C:14]=2/[CH:24]=[CH:25]/[C:26]([NH:52][S:49]([C:46]2[CH:45]=[CH:44][C:43]([C:42]([F:41])([F:54])[F:53])=[CH:48][CH:47]=2)(=[O:50])=[O:51])=[O:27])=[N:4][CH:5]=[C:6]([C:8]([F:11])([F:9])[F:10])[CH:7]=1, predict the reactants needed to synthesize it. (7) Given the product [Br:1][C:2]1[CH:3]=[CH:4][C:5](=[O:8])[N:6]([CH2:20][CH2:19][NH:18][C:11](=[O:12])[O:13][C:14]([CH3:17])([CH3:16])[CH3:15])[CH:7]=1, predict the reactants needed to synthesize it. The reactants are: [Br:1][C:2]1[CH:3]=[CH:4][C:5](=[O:8])[NH:6][CH:7]=1.[H-].[Na+].[C:11]([NH:18][CH2:19][CH2:20]Br)([O:13][C:14]([CH3:17])([CH3:16])[CH3:15])=[O:12]. (8) Given the product [CH3:1][O:2][C:3]([C@@H:5]([N:13]1[CH2:21][C:17]2[CH:18]=[CH:19][S:20][C:16]=2[CH2:15][CH2:14]1)[C:6]1[C:11]([Cl:12])=[CH:10][CH:9]=[CH:8][CH:7]=1)=[O:4].[ClH:26], predict the reactants needed to synthesize it. The reactants are: [CH3:1][O:2][C:3]([C@@H:5]([N:13]1[CH2:21][C:17]2[CH:18]=[CH:19][S:20][C:16]=2[CH2:15][CH2:14]1)[C:6]1[CH:7]=[CH:8][CH:9]=[CH:10][C:11]=1[Cl:12])=[O:4].CO.C[Si](C)(C)[Cl:26]. (9) Given the product [Cl:1][C:2]1[CH:7]=[CH:6][C:5]([S:8]([CH:11]([C:26]2[CH:31]=[C:30]([F:32])[CH:29]=[CH:28][C:27]=2[F:33])[C:12]2[CH:17]=[CH:16][CH:15]=[C:14]([CH2:18][CH2:19][C:20]3[CH:25]=[CH:24][CH:23]=[CH:22][N:21]=3)[N:13]=2)(=[O:9])=[O:10])=[CH:4][CH:3]=1, predict the reactants needed to synthesize it. The reactants are: [Cl:1][C:2]1[CH:7]=[CH:6][C:5]([S:8]([CH:11]([C:26]2[CH:31]=[C:30]([F:32])[CH:29]=[CH:28][C:27]=2[F:33])[C:12]2[CH:17]=[CH:16][CH:15]=[C:14](/[CH:18]=[CH:19]/[C:20]3[CH:25]=[CH:24][CH:23]=[CH:22][N:21]=3)[N:13]=2)(=[O:10])=[O:9])=[CH:4][CH:3]=1.CCCCCC.C(OCC)(=O)C. (10) The reactants are: [F:1][C:2]1[CH:7]=[CH:6][C:5]([C:8](=[O:20])[CH2:9][C:10]2[CH:11]=[CH:12][C:13](=[O:19])[N:14]([CH:16]([CH3:18])[CH3:17])[N:15]=2)=[CH:4][CH:3]=1.S(Cl)([Cl:24])(=O)=O. Given the product [Cl:24][CH:9]([C:10]1[CH:11]=[CH:12][C:13](=[O:19])[N:14]([CH:16]([CH3:18])[CH3:17])[N:15]=1)[C:8]([C:5]1[CH:6]=[CH:7][C:2]([F:1])=[CH:3][CH:4]=1)=[O:20], predict the reactants needed to synthesize it.